This data is from Forward reaction prediction with 1.9M reactions from USPTO patents (1976-2016). The task is: Predict the product of the given reaction. (1) The product is: [N+:1]([C:4]1[CH:9]=[CH:8][C:7]([C:10]2[S:11][CH:12]=[CH:13][CH:14]=2)=[CH:6][C:5]=1[NH:15][C:16]([NH:17][CH2:18][CH:19]1[CH2:24][CH2:23][NH:22][CH2:21][CH2:20]1)=[O:32])([O-:3])=[O:2]. Given the reactants [N+:1]([C:4]1[CH:9]=[CH:8][C:7]([C:10]2[S:11][CH:12]=[CH:13][CH:14]=2)=[CH:6][C:5]=1[NH:15][C:16](=[O:32])[NH:17][CH2:18][CH:19]1[CH2:24][CH2:23][N:22](C(OC(C)(C)C)=O)[CH2:21][CH2:20]1)([O-:3])=[O:2].C(O)(C(F)(F)F)=O, predict the reaction product. (2) Given the reactants [CH3:1][C:2]1[CH:3]=[CH:4][CH:5]=[C:6]2[C:10]=1[NH:9][CH:8]=[CH:7]2.O1CCCC1.[H-].[Na+].[C:18](O[C:18]([O:20][C:21]([CH3:24])([CH3:23])[CH3:22])=[O:19])([O:20][C:21]([CH3:24])([CH3:23])[CH3:22])=[O:19], predict the reaction product. The product is: [C:21]([O:20][C:18]([N:9]1[C:10]2[C:6](=[CH:5][CH:4]=[CH:3][C:2]=2[CH3:1])[CH:7]=[CH:8]1)=[O:19])([CH3:24])([CH3:23])[CH3:22]. (3) The product is: [Cl:1][C:2]1[CH:8]=[CH:7][C:5]([NH:6][N:9]=[C:26]([C:18](=[O:25])[C:19]2[CH:24]=[CH:23][CH:22]=[CH:21][CH:20]=2)[C:27](=[O:34])[C:28]2[CH:33]=[CH:32][CH:31]=[CH:30][CH:29]=2)=[CH:4][CH:3]=1. Given the reactants [Cl:1][C:2]1[CH:8]=[CH:7][C:5]([NH2:6])=[CH:4][CH:3]=1.[N:9]([O-])=O.[Na+].C([O-])(=O)C.[Na+].[C:18]([CH2:26][C:27](=[O:34])[C:28]1[CH:33]=[CH:32][CH:31]=[CH:30][CH:29]=1)(=[O:25])[C:19]1[CH:24]=[CH:23][CH:22]=[CH:21][CH:20]=1, predict the reaction product. (4) Given the reactants [CH:1]1([C:4]([N:6]2[CH2:11][CH2:10][N:9]([C:12]([C:14]3[CH:15]=[C:16]([CH:20]=[CH:21][CH:22]=3)[C:17](O)=[O:18])=[O:13])[CH2:8][CH2:7]2)=[O:5])[CH2:3][CH2:2]1.S(Cl)([Cl:25])=O, predict the reaction product. The product is: [CH:1]1([C:4]([N:6]2[CH2:11][CH2:10][N:9]([C:12]([C:14]3[CH:15]=[C:16]([CH:20]=[CH:21][CH:22]=3)[C:17]([Cl:25])=[O:18])=[O:13])[CH2:8][CH2:7]2)=[O:5])[CH2:3][CH2:2]1. (5) Given the reactants [BrH:1].[CH2:2]([C:4]1[CH:10]=[CH:9][CH:8]=[C:7]([CH2:11][CH3:12])[C:5]=1N)[CH3:3].N([O-])=O.[Na+].O.O.O.O.O.O.O.O.O.O.C(=O)([O-])[O-].[Na+].[Na+], predict the reaction product. The product is: [Br:1][C:5]1[C:4]([CH2:2][CH3:3])=[CH:10][CH:9]=[CH:8][C:7]=1[CH2:11][CH3:12]. (6) The product is: [F:28][C:23]1[CH:22]=[C:21]([C@@H:20]2[CH2:19][CH2:18][NH:17][CH2:16][C@H:15]2[NH:14][C:9]2[C:8]3[C:13](=[C:4]([C:2]([NH2:1])=[O:3])[CH:5]=[CH:6][CH:7]=3)[N:12]=[CH:11][N:10]=2)[CH:26]=[CH:25][C:24]=1[CH3:27]. Given the reactants [NH2:1][C:2]([C:4]1[CH:5]=[CH:6][CH:7]=[C:8]2[C:13]=1[N:12]=[CH:11][N:10]=[C:9]2[NH:14][CH:15]1[CH:20]([C:21]2[CH:26]=[CH:25][C:24]([CH3:27])=[C:23]([F:28])[CH:22]=2)[CH2:19][CH2:18][N:17](C(OCC2C=CC=CC=2)=O)[CH2:16]1)=[O:3].C(O)=O, predict the reaction product. (7) Given the reactants [Cl:1][C:2]1[CH:3]=[N:4][C:5]2[C:10]([C:11]=1OS(C(F)(F)F)(=O)=O)=[N:9][C:8]([O:20][CH3:21])=[CH:7][CH:6]=2.[CH2:22]([Sn](CCCC)(CCCC)CCCC)[CH:23]=[CH2:24], predict the reaction product. The product is: [CH2:24]([C:11]1[C:2]([Cl:1])=[CH:3][N:4]=[C:5]2[C:10]=1[N:9]=[C:8]([O:20][CH3:21])[CH:7]=[CH:6]2)[CH:23]=[CH2:22]. (8) Given the reactants C[Si](C)(C)[C:3]#[C:4][CH:5]=[C:6]1[CH2:11][CH2:10][N:9]([C:12]([O:14][C:15]([CH3:18])([CH3:17])[CH3:16])=[O:13])[CH2:8][CH2:7]1.CC1N=C(N2CCC(=CC#C)CC2)C([N+]([O-])=O)=CC=1.C[Si](C)(C)C#CC=C1CCNCC1.[Br:53][C:54]1[CH:59]=[CH:58][CH:57]=[C:56](Br)[N:55]=1.O.[F-].C([N+](CCCC)(CCCC)CCCC)CCC, predict the reaction product. The product is: [Br:53][C:54]1[N:55]=[C:56]([C:3]#[C:4][CH:5]=[C:6]2[CH2:11][CH2:10][N:9]([C:12]([O:14][C:15]([CH3:18])([CH3:17])[CH3:16])=[O:13])[CH2:8][CH2:7]2)[CH:57]=[CH:58][CH:59]=1. (9) Given the reactants [Cl:1][C:2]1[CH:3]=[C:4]([C:9]2([C:23]([F:26])([F:25])[F:24])[O:13][N:12]=[C:11]([C:14]3[CH:21]=[CH:20][C:17]([CH:18]=O)=[C:16]([CH3:22])[CH:15]=3)[CH2:10]2)[CH:5]=[C:6]([Cl:8])[CH:7]=1.[C:27]([O:31][C:32](=[O:36])[CH2:33][O:34][NH2:35])([CH3:30])([CH3:29])[CH3:28].C1(C)C=CC(S(O)(=O)=O)=CC=1, predict the reaction product. The product is: [C:27]([O:31][C:32](=[O:36])[CH2:33][O:34]/[N:35]=[CH:18]/[C:17]1[CH:20]=[CH:21][C:14]([C:11]2[CH2:10][C:9]([C:4]3[CH:3]=[C:2]([Cl:1])[CH:7]=[C:6]([Cl:8])[CH:5]=3)([C:23]([F:26])([F:24])[F:25])[O:13][N:12]=2)=[CH:15][C:16]=1[CH3:22])([CH3:30])([CH3:29])[CH3:28].